Dataset: Forward reaction prediction with 1.9M reactions from USPTO patents (1976-2016). Task: Predict the product of the given reaction. (1) The product is: [C:38]([C:37]1[CH:40]=[CH:41][C:34]([N:33]([CH3:32])[C:27]([C:24]2[N:25]=[CH:26][C:21]3[N:22]([C:18]([C:15]4[CH:16]=[CH:17][C:12]([O:11][CH2:10][CH2:9][NH:8][CH2:7][C:6]5[CH:30]=[CH:31][C:3]([O:2][CH3:1])=[CH:4][CH:5]=5)=[CH:13][CH:14]=4)=[CH:19][N:20]=3)[CH:23]=2)=[O:28])=[CH:35][CH:36]=1)#[N:39]. Given the reactants [CH3:1][O:2][C:3]1[CH:31]=[CH:30][C:6]([CH2:7][NH:8][CH2:9][CH2:10][O:11][C:12]2[CH:17]=[CH:16][C:15]([C:18]3[N:22]4[CH:23]=[C:24]([C:27](Cl)=[O:28])[N:25]=[CH:26][C:21]4=[N:20][CH:19]=3)=[CH:14][CH:13]=2)=[CH:5][CH:4]=1.[CH3:32][NH:33][C:34]1[CH:41]=[CH:40][C:37]([C:38]#[N:39])=[CH:36][CH:35]=1, predict the reaction product. (2) The product is: [CH3:118][O:117][C:102]1[C:103]([NH:106][C:107]([NH:109][C:110]2[CH:115]=[CH:114][CH:113]=[CH:112][C:111]=2[CH3:116])=[O:108])=[C:104]([C:34]2[C:33](=[O:49])[N:32]([CH2:31][C:28]3[CH:29]=[CH:30][C:25]([C@H:23]([CH3:24])[CH2:22][C:21]([OH:20])=[O:50])=[CH:26][CH:27]=3)[CH:37]=[CH:36][N:35]=2)[CH:105]=[CH:100][CH:101]=1. Given the reactants COC1C=C(C2C(=O)NC=CN=2)C=CC=1[N+]([O-])=O.C[O:20][C:21](=[O:50])[CH2:22][C@H:23]([C:25]1[CH:30]=[CH:29][C:28]([CH2:31][N:32]2[CH:37]=[CH:36][N:35]=[C:34](C3C=CC([N+]([O-])=O)=C(OC)C=3)[C:33]2=[O:49])=[CH:27][CH:26]=1)[CH3:24].COC(=O)C[C@H](C1C=CC(CN2C=CN=C(C3C=CC(N)=C(OC)C=3)C2=O)=CC=1)C.COC(=O)C[C@H](C1C=CC(CN2C=CN=C([C:100]3[CH:105]=[CH:104][C:103]([NH:106][C:107]([NH:109][C:110]4[CH:115]=[CH:114][CH:113]=[CH:112][C:111]=4[CH3:116])=[O:108])=[C:102]([O:117][CH3:118])[CH:101]=3)C2=O)=CC=1)C.NC(N)=O, predict the reaction product. (3) Given the reactants C([O:3][C:4]([C:6]1[NH:7][C:8]([CH3:14])=[C:9]([CH:12]=[O:13])[C:10]=1[CH3:11])=[O:5])C.[OH-].[Na+].O.Cl, predict the reaction product. The product is: [CH3:11][C:10]1[C:9]([CH:12]=[O:13])=[C:8]([CH3:14])[NH:7][C:6]=1[C:4]([OH:5])=[O:3]. (4) Given the reactants [C:1]([O:5][C:6](=[O:29])[NH:7][CH:8]1[CH2:17][CH2:16][C:15]2[C:10](=[CH:11][C:12]([C:18]#[N:19])=[CH:13][CH:14]=2)[CH:9]1[CH2:20][C:21]1[CH:26]=[CH:25][C:24]([Cl:27])=[C:23]([Cl:28])[CH:22]=1)([CH3:4])([CH3:3])[CH3:2], predict the reaction product. The product is: [C:1]([O:5][C:6](=[O:29])[NH:7][CH:8]1[CH2:17][CH2:16][C:15]2[C:10](=[CH:11][C:12]([CH2:18][NH2:19])=[CH:13][CH:14]=2)[CH:9]1[CH2:20][C:21]1[CH:26]=[CH:25][C:24]([Cl:27])=[C:23]([Cl:28])[CH:22]=1)([CH3:4])([CH3:2])[CH3:3]. (5) Given the reactants CO[C:3]([C:5]1[CH:10]=[C:9]([CH2:11][NH:12][CH:13]2[C:21]3[C:16](=[C:17]([CH3:29])[C:18]([C:22]([O:24][C:25]([CH3:28])([CH3:27])[CH3:26])=[O:23])=[CH:19][CH:20]=3)[CH2:15][CH2:14]2)[N:8]2[N:30]=[CH:31][CH:32]=[C:7]2[N:6]=1)=[O:4].[F:33][C:34]1[CH:35]=[C:36]([CH:39]=[CH:40][C:41]=1[F:42])[CH2:37][NH2:38], predict the reaction product. The product is: [C:25]([O:24][C:22]([C:18]1[C:17]([CH3:29])=[C:16]2[C:21](=[CH:20][CH:19]=1)[CH:13]([NH:12][CH2:11][C:9]1[N:8]3[N:30]=[CH:31][CH:32]=[C:7]3[N:6]=[C:5]([C:3](=[O:4])[NH:38][CH2:37][C:36]3[CH:39]=[CH:40][C:41]([F:42])=[C:34]([F:33])[CH:35]=3)[CH:10]=1)[CH2:14][CH2:15]2)=[O:23])([CH3:27])([CH3:28])[CH3:26]. (6) Given the reactants CN[C:3]1[C:11]2[O:10][CH2:9][O:8][C:7]=2[CH:6]=[CH:5][CH:4]=1.ClCC1C2OC[O:19][C:18]=2C=CC=1, predict the reaction product. The product is: [O:8]1[C:7]2[CH:6]=[CH:5][CH:4]=[C:3]([CH2:18][OH:19])[C:11]=2[O:10][CH2:9]1. (7) Given the reactants Cl[C:2]1[N:10]=[C:9]2[C:5]([N:6]=[C:7]([CH2:13][N:14]3[CH2:19][CH2:18][CH:17]([N:20]([CH3:22])[CH3:21])[CH2:16][CH2:15]3)[N:8]2[CH2:11][CH3:12])=[C:4]([N:23]2[CH2:28][CH2:27][O:26][CH2:25][CH2:24]2)[N:3]=1.[NH:29]1[C:37]2[CH:36]=[CH:35][CH:34]=[C:33](B(O)O)[C:32]=2[CH:31]=[CH:30]1.[O-]P([O-])([O-])=O.[K+].[K+].[K+], predict the reaction product. The product is: [CH2:11]([N:8]1[C:7]([CH2:13][N:14]2[CH2:15][CH2:16][CH:17]([N:20]([CH3:21])[CH3:22])[CH2:18][CH2:19]2)=[N:6][C:5]2[C:9]1=[N:10][C:2]([C:33]1[CH:34]=[CH:35][CH:36]=[C:37]3[C:32]=1[CH:31]=[CH:30][NH:29]3)=[N:3][C:4]=2[N:23]1[CH2:28][CH2:27][O:26][CH2:25][CH2:24]1)[CH3:12]. (8) Given the reactants [N:1]1([C@H:7]2[CH2:10][C@H:9]([O:11][C:12]3[CH:17]=[CH:16][C:15]([C:18]4[S:19][C:20]5[CH:25]=[CH:24][N:23]=[CH:22][C:21]=5[N:26]=4)=[CH:14][CH:13]=3)[CH2:8]2)[CH2:6][CH2:5][CH2:4][CH2:3][CH2:2]1.C([BH-](CC)CC)C.[Li+].Cl.C(OCC)(=O)C, predict the reaction product. The product is: [N:1]1([C@H:7]2[CH2:10][C@H:9]([O:11][C:12]3[CH:17]=[CH:16][C:15]([C:18]4[S:19][C:20]5[CH2:25][CH2:24][NH:23][CH2:22][C:21]=5[N:26]=4)=[CH:14][CH:13]=3)[CH2:8]2)[CH2:6][CH2:5][CH2:4][CH2:3][CH2:2]1. (9) Given the reactants [NH:1]1[C:9]2[C:4](=[CH:5][CH:6]=[CH:7][CH:8]=2)[C:3]2([CH2:13][O:12][C:11]3[CH:14]=[C:15]4[C:19](=[CH:20][C:10]2=3)[CH2:18][CH2:17][O:16]4)[C:2]1=[O:21].CC1C2C=C3C4(C5C(=CC=CC=5)NC4=O)COC3=CC=2ON=1.Cl[CH2:45][CH:46]1[O:50][C:49](=[O:51])[NH:48][CH2:47]1.BrCC1OC(C(F)(F)F)=CC=1, predict the reaction product. The product is: [O:51]=[C:49]1[NH:48][CH2:47][CH:46]([CH2:45][N:1]2[C:9]3[C:4](=[CH:5][CH:6]=[CH:7][CH:8]=3)[C:3]3([CH2:13][O:12][C:11]4[CH:14]=[C:15]5[C:19](=[CH:20][C:10]3=4)[CH2:18][CH2:17][O:16]5)[C:2]2=[O:21])[O:50]1. (10) The product is: [C:41]([O:40][C:38]([N:34]1[C:35]2[C:31](=[CH:30][C:29]([C:2]3[CH:3]=[CH:4][N:5]4[C:10]([C:11]=3[CH3:12])=[C:9]([CH:13]3[CH2:15][CH2:14]3)[CH:8]=[C:7]([C:16]([O:18][CH3:19])=[O:17])[C:6]4=[O:20])=[CH:37][CH:36]=2)[CH2:32][CH2:33]1)=[O:39])([CH3:44])([CH3:42])[CH3:43]. Given the reactants Cl[C:2]1[CH:3]=[CH:4][N:5]2[C:10]([C:11]=1[CH3:12])=[C:9]([CH:13]1[CH2:15][CH2:14]1)[CH:8]=[C:7]([C:16]([O:18][CH3:19])=[O:17])[C:6]2=[O:20].CC1(C)C(C)(C)OB([C:29]2[CH:30]=[C:31]3[C:35](=[CH:36][CH:37]=2)[N:34]([C:38]([O:40][C:41]([CH3:44])([CH3:43])[CH3:42])=[O:39])[CH2:33][CH2:32]3)O1, predict the reaction product.